This data is from Experimentally validated miRNA-target interactions with 360,000+ pairs, plus equal number of negative samples. The task is: Binary Classification. Given a miRNA mature sequence and a target amino acid sequence, predict their likelihood of interaction. (1) The miRNA is hsa-miR-198 with sequence GGUCCAGAGGGGAGAUAGGUUC. The protein sequence of the target gene is MPMANLLLLIVPILIAMAFLMLTERKILGYMQLRKGPNVVGPYGLLQPFADAMKLFTKEPLKPATSTITLYITAPTLALTIALLLWTPLPMPNPLVNLNLGLLFILATSSLAVYSILWSGWASNSNYALIGALRAVAQTISYEVTLAIILLSTLLMSGSFNLSTLITTQEHLWLLLPSWPLAMMWFISTLAETNRTPFDLAEGESELVSGFNIEYAAGPFALFFMAEYTNIIMMNTLTTTIFLGTTYDALSPELYTTYFVTKTLLLTSLFLWIRTAYPRFRYDQLMHLLWKNFLPLTLAL.... Result: 0 (no interaction). (2) The miRNA is hsa-miR-654-3p with sequence UAUGUCUGCUGACCAUCACCUU. The protein sequence of the target gene is MTVLQEPVQAAIWQALNHYAYRDAVFLAERLYAEVHSEEALFLLATCYYRSGKAYKAYRLLKGHSCTTPQCKYLLAKCCVDLSKLAEGEQILSGGVFNKQKSHDDLVTEFGDSACFTLSLLGHVYCKTDRLAKGSECYQKSLSLNPFLWSPFESLCEIGEKPDPDQTFKLTSLQNFSSCLPNTCTTLVSNHSLSHRQPETVLTETPQDTIELNRLNLESSNSKYSLNTDSSVSYIDSTVISPDNVPLGPGTAILSKQVQNKPKTGRSLLGGPTALSPLTPSFGILPLETPSPGDGSYLQN.... Result: 0 (no interaction). (3) The miRNA is mmu-miR-693-5p with sequence CAGCCACAUCCGAAAGUUUUC. The protein sequence of the target gene is MGMACLTMTEMEATSTSPVHQNGDIPGSANSVKQIEPVLQVYLYHSLGQAEGEYLKFPSGEYVAEEICVAASKACGITPVYHNMFALMSETERIWYPPNHVFHIDESTRHDILYRIRFYFPHWYCSGSSRTYRYGVSRGAEAPLLDDFVMSYLFAQWRHDFVHGWIKVPVTHETQEECLGMAVLDMMRIAKEKDQTPLAVYNSVSYKTFLPKCVRAKIQDYHILTRKRIRYRFRRFIQQFSQCKATARNLKLKYLINLETLQSAFYTEQFEVKESARGPSGEEIFATIIITGNGGIQWSR.... Result: 0 (no interaction). (4) The miRNA is hsa-let-7a-5p with sequence UGAGGUAGUAGGUUGUAUAGUU. The protein sequence of the target gene is METMASPGKDNYRMKSYKNNALNPEEMRRRREEEGIQLRKQKREQQLFKRRNVELINEEAAMFDSLLMDSYVSSTTGESVITREMVEMLFSDDSDLQLATTQKFRKLLSKEPSPPIDEVINTPRVVDRFVEFLKRNENCTLQFEAAWALTNIASGTSQQTKIVIEAGAVPIFIELLNSDFEDVQEQAVWALGNIAGDSSVCRDYVLNCSILNPLLTLLTKSTRLTMTRNAVWALSNLCRGKNPPPEFAKVSPCLPVLSRLLFSSDSDLLADACWALSYLSDGPNEKIQAVIDSGVCRRLV.... Result: 1 (interaction). (5) Result: 0 (no interaction). The miRNA is ath-miR157a-5p with sequence UUGACAGAAGAUAGAGAGCAC. The protein sequence of the target gene is MAAGTSTLLSLSGPADHMAEGKGAPLRPSVEKRWKLMEPKQTQAGMFKKMSLVDSDTAAGKGSQDEAYTELSLPTAPNKPRLDRPRACKAYTEQRHNTFTELSCLQERPGDIQAQTRKLENPEGQLGPQQLPSSFLRASGDGTVCSAWPGAPRSEQKSAFSKPAKRPAEKPKRSPMLLAGGSAEGSWELSGLITTVDIPYWAHLSTFKFMGDFWKLHTLSQNILLCNAFQGAPTPWLEHTQVQAPTSSAPSSTASRALLPPTLSSLGLSTQNWCAKCNLAFRLTADLVFHMRSHHKREHV.... (6) The miRNA is hsa-miR-4731-3p with sequence CACACAAGUGGCCCCCAACACU. The protein sequence of the target gene is MELPNYSRQLLQQLYTLCKEQQFCDCTISIGTIYFRAHKLVLAAASLLFKTLLDNTDTISIDASVVSPEEFALLLEMMYTGKLPVGKHNFSKIISLADSLQMFDVAVSCKNLLTSLVNCSVQGQVVRDVSAPSSETFRKEPEKPQVEILSSEGAGEPHSSPELAATPGGPVKAETEEAAHSVSQEMSVNSPTAQESQRNAETPAETPTTAEACSPSPAVQTFSEAKKTSTEPGCERKHYQLNFLLENEGVFSDALMVTQDVLKKLEMCSEIKGPQKEMIVKCFEGEGGHSAFQRILGKVR.... Result: 1 (interaction). (7) The miRNA is hsa-miR-3679-3p with sequence CUUCCCCCCAGUAAUCUUCAUC. The protein sequence of the target gene is MALGACGLLLLLAVPGVSLRTLQPGCGRPQVSDAGGRIVGGHAAPAGAWPWQASLRLRRMHVCGGSLLSPQWVLTAAHCFSGSLNSSDYQVHLGELEITLSPHFSTVRQIILHSSPSGQPGTSGDIALVELSVPVTLSSRILPVCLPEASDDFCPGIRCWVTGWGYTREGEPLPPPYSLREVKVSVVDTETCRRDYPGPGGSILQPDMLCARGPGDACQDDSGGPLVCQVNGAWVQAGTVSWGEGCGRPNRPGVYTRVPAYVNWIRRHITASGGSESGYPRLPLLAGLFLPGLFLLLVSC.... Result: 0 (no interaction).